Dataset: Reaction yield outcomes from USPTO patents with 853,638 reactions. Task: Predict the reaction yield, written as a fraction of the theoretical maximum amount of product (1.0 means a 100% yield; for example, 0.34 means a 34% yield). (1) The yield is 0.850. The product is [Cl:1][C:2]1[CH:3]=[C:4]([CH:23]=[CH:24][CH:25]=1)[CH2:5][C:6]1[CH:10]=[C:9]([CH:11]=[O:12])[S:8][C:7]=1[CH2:16][CH:17]1[CH2:18][CH2:19][O:20][CH2:21][CH2:22]1. The catalyst is C1COCC1.O. The reactants are [Cl:1][C:2]1[CH:3]=[C:4]([CH:23]=[CH:24][CH:25]=1)[CH2:5][C:6]1[CH:10]=[C:9]([CH:11]2OCC[O:12]2)[S:8][C:7]=1[CH2:16][CH:17]1[CH2:22][CH2:21][O:20][CH2:19][CH2:18]1.Cl.C([O-])(O)=O.[Na+]. (2) The yield is 0.160. The reactants are [F:1][C:2]1[CH:33]=[CH:32][C:5]([NH:6][C:7]([NH:9][C:10]2[CH:31]=[CH:30][C:13]([O:14][C:15]3[C:24]4[C:19](=[CH:20][C:21]([O:28][CH3:29])=[C:22]([C:25]([OH:27])=[O:26])[CH:23]=4)[N:18]=[CH:17][CH:16]=3)=[CH:12][CH:11]=2)=[O:8])=[CH:4][CH:3]=1.Cl.C(N=C=N[CH2:40][CH2:41][CH2:42]N(C)C)C.O.ON1C2C=CC=CC=2N=N1.C(N(CC)CC)C. The product is [F:1][C:2]1[CH:3]=[CH:4][C:5]([NH:6][C:7]([NH:9][C:10]2[CH:31]=[CH:30][C:13]([O:14][C:15]3[C:24]4[C:19](=[CH:20][C:21]([O:28][CH3:29])=[C:22]([C:25]([O:27][CH:41]([CH3:42])[CH3:40])=[O:26])[CH:23]=4)[N:18]=[CH:17][CH:16]=3)=[CH:12][CH:11]=2)=[O:8])=[CH:32][CH:33]=1. The catalyst is CN(C)C=O.C(OCC)(=O)C.CC(O)C. (3) The reactants are [OH-].[NH4+:2].[F:3][C:4]1[C:12]([F:13])=[C:11](F)[C:10]([N+:15]([O-:17])=[O:16])=[CH:9][C:5]=1[C:6]([OH:8])=[O:7].Cl. The catalyst is O. The product is [NH2:2][C:11]1[C:10]([N+:15]([O-:17])=[O:16])=[CH:9][C:5]([C:6]([OH:8])=[O:7])=[C:4]([F:3])[C:12]=1[F:13]. The yield is 0.950.